Dataset: NCI-60 drug combinations with 297,098 pairs across 59 cell lines. Task: Regression. Given two drug SMILES strings and cell line genomic features, predict the synergy score measuring deviation from expected non-interaction effect. (1) Drug 1: CN1C2=C(C=C(C=C2)N(CCCl)CCCl)N=C1CCCC(=O)O.Cl. Drug 2: CC12CCC3C(C1CCC2O)C(CC4=C3C=CC(=C4)O)CCCCCCCCCS(=O)CCCC(C(F)(F)F)(F)F. Cell line: HCC-2998. Synergy scores: CSS=1.19, Synergy_ZIP=-1.76, Synergy_Bliss=-3.43, Synergy_Loewe=-0.815, Synergy_HSA=-2.94. (2) Drug 1: CC12CCC(CC1=CCC3C2CCC4(C3CC=C4C5=CN=CC=C5)C)O. Drug 2: C1CC(=O)NC(=O)C1N2C(=O)C3=CC=CC=C3C2=O. Cell line: CAKI-1. Synergy scores: CSS=5.22, Synergy_ZIP=-0.0388, Synergy_Bliss=1.92, Synergy_Loewe=-13.5, Synergy_HSA=1.82. (3) Drug 1: C1CC(=O)NC(=O)C1N2CC3=C(C2=O)C=CC=C3N. Drug 2: CS(=O)(=O)CCNCC1=CC=C(O1)C2=CC3=C(C=C2)N=CN=C3NC4=CC(=C(C=C4)OCC5=CC(=CC=C5)F)Cl. Cell line: CAKI-1. Synergy scores: CSS=18.2, Synergy_ZIP=-2.10, Synergy_Bliss=1.99, Synergy_Loewe=4.47, Synergy_HSA=6.05. (4) Drug 1: CNC(=O)C1=CC=CC=C1SC2=CC3=C(C=C2)C(=NN3)C=CC4=CC=CC=N4. Drug 2: CC1=CC2C(CCC3(C2CCC3(C(=O)C)OC(=O)C)C)C4(C1=CC(=O)CC4)C. Cell line: EKVX. Synergy scores: CSS=10.2, Synergy_ZIP=-3.74, Synergy_Bliss=-0.418, Synergy_Loewe=0.777, Synergy_HSA=1.59. (5) Drug 1: C1CCN(CC1)CCOC2=CC=C(C=C2)C(=O)C3=C(SC4=C3C=CC(=C4)O)C5=CC=C(C=C5)O. Drug 2: CCC1=CC2CC(C3=C(CN(C2)C1)C4=CC=CC=C4N3)(C5=C(C=C6C(=C5)C78CCN9C7C(C=CC9)(C(C(C8N6C)(C(=O)OC)O)OC(=O)C)CC)OC)C(=O)OC.C(C(C(=O)O)O)(C(=O)O)O. Cell line: KM12. Synergy scores: CSS=31.4, Synergy_ZIP=0.679, Synergy_Bliss=-2.85, Synergy_Loewe=-24.7, Synergy_HSA=-5.03. (6) Drug 1: C(=O)(N)NO. Drug 2: CNC(=O)C1=NC=CC(=C1)OC2=CC=C(C=C2)NC(=O)NC3=CC(=C(C=C3)Cl)C(F)(F)F. Cell line: SNB-75. Synergy scores: CSS=-3.59, Synergy_ZIP=1.21, Synergy_Bliss=-1.07, Synergy_Loewe=-2.72, Synergy_HSA=-3.81. (7) Drug 1: CN1C(=O)N2C=NC(=C2N=N1)C(=O)N. Drug 2: C1CNP(=O)(OC1)N(CCCl)CCCl. Cell line: SR. Synergy scores: CSS=46.4, Synergy_ZIP=-1.41, Synergy_Bliss=-7.19, Synergy_Loewe=-39.6, Synergy_HSA=-6.03. (8) Drug 1: CC1C(C(CC(O1)OC2CC(CC3=C2C(=C4C(=C3O)C(=O)C5=C(C4=O)C(=CC=C5)OC)O)(C(=O)CO)O)N)O.Cl. Drug 2: CC1C(C(CC(O1)OC2CC(CC3=C2C(=C4C(=C3O)C(=O)C5=C(C4=O)C(=CC=C5)OC)O)(C(=O)C)O)N)O.Cl. Cell line: SF-539. Synergy scores: CSS=32.5, Synergy_ZIP=3.97, Synergy_Bliss=1.38, Synergy_Loewe=-1.84, Synergy_HSA=-2.29. (9) Drug 1: C1CC(C1)(C(=O)O)C(=O)O.[NH2-].[NH2-].[Pt+2]. Drug 2: C1=CN(C=N1)CC(O)(P(=O)(O)O)P(=O)(O)O. Cell line: K-562. Synergy scores: CSS=6.84, Synergy_ZIP=-11.0, Synergy_Bliss=-18.4, Synergy_Loewe=-17.9, Synergy_HSA=-17.2. (10) Drug 1: C1CC(C1)(C(=O)O)C(=O)O.[NH2-].[NH2-].[Pt+2]. Drug 2: CN(C(=O)NC(C=O)C(C(C(CO)O)O)O)N=O. Cell line: OVCAR3. Synergy scores: CSS=0.325, Synergy_ZIP=0.784, Synergy_Bliss=5.37, Synergy_Loewe=-1.03, Synergy_HSA=0.0517.